Dataset: Catalyst prediction with 721,799 reactions and 888 catalyst types from USPTO. Task: Predict which catalyst facilitates the given reaction. (1) Reactant: C([N:9]1[CH2:14][CH2:13][C:12]2([CH2:23][C:22](=[O:24])[C:21]3[C:16](=[CH:17][CH:18]=[C:19]([NH:25][S:26]([CH3:29])(=[O:28])=[O:27])[CH:20]=3)[O:15]2)[CH2:11][CH2:10]1)(=O)C1C=CC=CC=1.C(O)C.[ClH:33].CO. Product: [ClH:33].[O:24]=[C:22]1[C:21]2[C:16](=[CH:17][CH:18]=[C:19]([NH:25][S:26]([CH3:29])(=[O:28])=[O:27])[CH:20]=2)[O:15][C:12]2([CH2:11][CH2:10][NH:9][CH2:14][CH2:13]2)[CH2:23]1. The catalyst class is: 4. (2) Reactant: [C:1]([NH:4][C:5]1[C:6]([I:31])=[C:7]([C:22]([N:24]([CH2:28][CH2:29][OH:30])[CH2:25][CH2:26][OH:27])=[O:23])[C:8]([I:21])=[C:9]([C:19]=1[I:20])[C:10]([N:12]([CH2:16][CH2:17][OH:18])[CH2:13][CH2:14][OH:15])=[O:11])(=[O:3])[CH3:2].[OH-:32].[K+].B(O)(O)O. Product: [OH:32][CH:5]([CH:19]([OH:32])[CH2:9][N:4]([C:5]1[C:6]([I:31])=[C:7]([C:22]([N:24]([CH2:25][CH2:26][OH:27])[CH2:28][CH2:29][OH:30])=[O:23])[C:8]([I:21])=[C:9]([C:19]=1[I:20])[C:10]([N:12]([CH2:13][CH2:14][OH:15])[CH2:16][CH2:17][OH:18])=[O:11])[C:1](=[O:3])[CH3:2])[CH2:6][N:4]([C:5]1[C:19]([I:20])=[C:9]([C:10]([N:12]([CH2:13][CH2:14][OH:15])[CH2:16][CH2:17][OH:18])=[O:11])[C:8]([I:21])=[C:7]([C:6]=1[I:31])[C:22]([N:24]([CH2:25][CH2:26][OH:27])[CH2:28][CH2:29][OH:30])=[O:23])[C:1](=[O:3])[CH3:2]. The catalyst class is: 24. (3) Reactant: [CH:1]1([N:4]2[C:13]3[C:8](=[CH:9][CH:10]=[CH:11][CH:12]=3)[NH:7][C:6](=O)[C:5]2=O)[CH2:3][CH2:2]1.B.O1CCCC1. Product: [CH:1]1([N:4]2[C:13]3[C:8](=[CH:9][CH:10]=[CH:11][CH:12]=3)[NH:7][CH2:6][CH2:5]2)[CH2:3][CH2:2]1. The catalyst class is: 7.